This data is from Catalyst prediction with 721,799 reactions and 888 catalyst types from USPTO. The task is: Predict which catalyst facilitates the given reaction. (1) Reactant: [CH2:1]([N:3]([CH2:11][C:12]1[CH:13]=[N:14][CH:15]=[C:16]([C:19]2[CH:20]=[C:21]3[C:25](=[CH:26][CH:27]=2)[N:24]([CH:28]2[CH2:33][CH2:32][CH2:31][CH2:30][O:29]2)[N:23]=[C:22]3[C:34]2[NH:35][C:36]([C:39]([NH:41][CH2:42][C:43]3C=NC=[CH:47][CH:48]=3)=[O:40])=[CH:37][N:38]=2)[C:17]=1[CH3:18])[C:4](=[O:10])[O:5][C:6]([CH3:9])([CH3:8])[CH3:7])[CH3:2].C(O[C:54]([N:56]([CH2:59]C1C(C)=C(C2C=C3C(=CC=2)N(C2CCCCO2)N=C3C2NC(C(O)=O)=CN=2)C=NC=1)[CH2:57][CH3:58])=O)(C)(C)C.[CH:90](N(C(C)C)CC)([CH3:92])[CH3:91].C(NCCN(C)C)C1C=CC=CC=1.CN(C(ON1N=NC2C=CC=NC1=2)=[N+](C)C)C.F[P-](F)(F)(F)(F)F. Product: [C:6]([O:5][C:4](=[O:10])[N:3]([CH2:11][C:12]1[CH:13]=[N:14][CH:15]=[C:16]([C:19]2[CH:20]=[C:21]3[C:25](=[CH:26][CH:27]=2)[N:24]([CH:28]2[CH2:33][CH2:32][CH2:31][CH2:30][O:29]2)[N:23]=[C:22]3[C:34]2[NH:35][C:36]([C:39]([N:41]([CH2:42][C:43]3[CH:92]=[CH:90][CH:91]=[CH:47][CH:48]=3)[CH2:58][CH2:57][N:56]([CH3:59])[CH3:54])=[O:40])=[CH:37][N:38]=2)[C:17]=1[CH3:18])[CH2:1][CH3:2])([CH3:7])([CH3:9])[CH3:8]. The catalyst class is: 2. (2) Reactant: [N+:1]([C:4]1[CH:9]=[CH:8][C:7]([CH2:10][C:11](=[S:13])[NH2:12])=[CH:6][CH:5]=1)([O-:3])=[O:2].Cl[CH2:15][CH:16]=O.C(=O)([O-])O.[Na+]. Product: [N+:1]([C:4]1[CH:5]=[CH:6][C:7]([CH2:10][C:11]2[S:13][CH:15]=[CH:16][N:12]=2)=[CH:8][CH:9]=1)([O-:3])=[O:2]. The catalyst class is: 8. (3) Reactant: [CH2:1]1[CH2:5][O:4][CH2:3][CH2:2]1.[Br:6][C:7]1[CH:8]=[C:9]([C:21]([F:24])([F:23])[F:22])[CH:10]=[C:11]2[C:16]=1[N:15]=[C:14]([CH:17]=[CH:18]OC)[CH:13]=[CH:12]2.BrN1[C:30](=[O:31])CCC1=O.COCCO[C:38]1C=C[C:41]([NH2:44])=[N:42][CH:43]=1. Product: [Br:6][C:7]1[CH:8]=[C:9]([C:21]([F:22])([F:23])[F:24])[CH:10]=[C:11]2[C:16]=1[N:15]=[C:14]([C:17]1[N:42]3[CH:43]=[CH:38][C:3]([O:4][CH2:5][CH2:1][O:31][CH3:30])=[CH:2][C:41]3=[N:44][CH:18]=1)[CH:13]=[CH:12]2. The catalyst class is: 6. (4) Reactant: [O:1]1[C:6]2[CH:7]=[CH:8][C:9]([CH2:11][NH:12][C@@H:13]3[CH2:18][N:17](C(OC(C)(C)C)=O)[C@H:16]([C:26]([NH:28][C:29]4[C:38]5[C:33](=[CH:34][CH:35]=[C:36]([O:39][CH3:40])[N:37]=5)[N:32]=[CH:31][CH:30]=4)=[O:27])[CH2:15][CH2:14]3)=[CH:10][C:5]=2[O:4][CH2:3][CH2:2]1.C=O.[BH3-][C:44]#N.[Na+].C(O)(C(F)(F)F)=O. Product: [O:1]1[C:6]2[CH:7]=[CH:8][C:9]([CH2:11][N:12]([CH3:44])[CH:13]3[CH2:18][NH:17][C@H:16]([C:26]([NH:28][C:29]4[C:38]5[C:33](=[CH:34][CH:35]=[C:36]([O:39][CH3:40])[N:37]=5)[N:32]=[CH:31][CH:30]=4)=[O:27])[CH2:15][CH2:14]3)=[CH:10][C:5]=2[O:4][CH2:3][CH2:2]1. The catalyst class is: 98. (5) Reactant: [N:1]1[CH:6]=[CH:5][CH:4]=[CH:3][C:2]=1[O:7][C:8]1[CH:15]=[CH:14][C:11]([CH:12]=O)=[CH:10][CH:9]=1.[N+:16]([CH3:19])([O-:18])=[O:17].C([O-])(=O)C.[NH4+].C(O)(=O)C. Product: [N+:16](/[CH:19]=[CH:12]/[C:11]1[CH:14]=[CH:15][C:8]([O:7][C:2]2[CH:3]=[CH:4][CH:5]=[CH:6][N:1]=2)=[CH:9][CH:10]=1)([O-:18])=[O:17]. The catalyst class is: 6. (6) Reactant: [CH3:1][NH2:2].CO.CO.[CH2:7]([O:9][C:10](=[O:26])[CH:11]([N:17]([C:19]([O:21][C:22]([CH3:25])([CH3:24])[CH3:23])=[O:20])[CH3:18])[C:12](OCC)=[O:13])C.O.C(O)(=O)CC(CC(O)=O)(C(O)=O)O. Product: [C:22]([O:21][C:19]([N:17]([CH3:18])[C@H:11]([C:12]([NH:2][CH3:1])=[O:13])[C:10](=[O:26])[O:9][CH3:7])=[O:20])([CH3:25])([CH3:24])[CH3:23]. The catalyst class is: 13. (7) Reactant: [C:1]1([C:7]2[CH:16]=[CH:15][CH:14]=[C:13]3[C:8]=2[CH:9]=[CH:10][C:11]([NH2:17])=[CH:12]3)[CH:6]=[CH:5][CH:4]=[CH:3][CH:2]=1.Cl[C:19]1[N:28]=[CH:27][C:26]([CH:29]2[CH2:31][CH2:30]2)=[CH:25][C:20]=1[C:21]([O:23][CH3:24])=[O:22].C(=O)([O-])[O-].[Cs+].[Cs+]. Product: [CH:29]1([C:26]2[CH:27]=[N:28][C:19]([NH:17][C:11]3[CH:10]=[CH:9][C:8]4[C:13](=[CH:14][CH:15]=[CH:16][C:7]=4[C:1]4[CH:2]=[CH:3][CH:4]=[CH:5][CH:6]=4)[CH:12]=3)=[C:20]([CH:25]=2)[C:21]([O:23][CH3:24])=[O:22])[CH2:30][CH2:31]1. The catalyst class is: 187.